Dataset: Forward reaction prediction with 1.9M reactions from USPTO patents (1976-2016). Task: Predict the product of the given reaction. (1) Given the reactants [C:1]([C:4]1[C:12]2[C:7](=[CH:8][CH:9]=[CH:10][CH:11]=2)[N:6]([CH2:13][C:14]([OH:16])=O)[N:5]=1)(=[O:3])[NH2:2].Cl.[Cl:18][C:19]1[CH:24]=[C:23]([F:25])[C:22]([F:26])=[CH:21][C:20]=1[C:27]1[CH:32]=[CH:31][CH:30]=[C:29]([NH:33][C:34]([C@@H:36]2[CH2:40][C@@H:39]([F:41])[CH2:38][NH:37]2)=[O:35])[C:28]=1[F:42].CN(C(ON1N=NC2C=CC=NC1=2)=[N+](C)C)C.F[P-](F)(F)(F)(F)F.CCN(C(C)C)C(C)C, predict the reaction product. The product is: [Cl:18][C:19]1[CH:24]=[C:23]([F:25])[C:22]([F:26])=[CH:21][C:20]=1[C:27]1[CH:32]=[CH:31][CH:30]=[C:29]([NH:33][C:34]([C@@H:36]2[CH2:40][C@@H:39]([F:41])[CH2:38][N:37]2[C:14](=[O:16])[CH2:13][N:6]2[C:7]3[C:12](=[CH:11][CH:10]=[CH:9][CH:8]=3)[C:4]([C:1]([NH2:2])=[O:3])=[N:5]2)=[O:35])[C:28]=1[F:42]. (2) Given the reactants [CH3:1]N1CCN(C2C=CC(NC3C4N(N=CN=4)C(C4C=C(C(N)=O)SC=4)=CN=3)=CC=2)CC1.Br[C:33]1[N:38]2[N:39]=[CH:40][N:41]=[C:37]2[C:36]([NH:42][C:43]2[CH:44]=N[C:46]([N:49]3[CH2:54][CH2:53][N:52]([CH:55]([CH3:57])[CH3:56])[CH2:51][CH2:50]3)=[CH:47][CH:48]=2)=[N:35][CH:34]=1.CC1(C)C(C)(C)OB([C:66]2[CH:67]=[C:68]([C:71]([NH2:73])=[O:72])[O:69][CH:70]=2)O1.C([O-])([O-])=O.[Na+].[Na+], predict the reaction product. The product is: [CH:55]([N:52]1[CH2:51][CH2:50][N:49]([C:46]2[CH:1]=[CH:44][C:43]([NH:42][C:36]3[C:37]4[N:38]([N:39]=[CH:40][N:41]=4)[C:33]([C:66]4[CH:67]=[C:68]([C:71]([NH2:73])=[O:72])[O:69][CH:70]=4)=[CH:34][N:35]=3)=[CH:48][CH:47]=2)[CH2:54][CH2:53]1)([CH3:56])[CH3:57].